From a dataset of Reaction yield outcomes from USPTO patents with 853,638 reactions. Predict the reaction yield, written as a fraction of the theoretical maximum amount of product (1.0 means a 100% yield; for example, 0.34 means a 34% yield). (1) The reactants are [NH2:1][C:2]1[N:10]=[CH:9][N:8]=[C:7]2[C:3]=1[N:4]=[CH:5][N:6]2[C@H:11]1[C@@H:15]2[O:16][C:17]([CH3:20])([CH3:19])[O:18][C@@H:14]2[C@@H:13]([CH2:21][N:22]([CH3:29])[CH:23]2[CH2:26][CH:25]([CH2:27][OH:28])[CH2:24]2)[O:12]1.CCN(CC)CC.[CH3:37][S:38](Cl)(=[O:40])=[O:39].O. The catalyst is C(Cl)Cl. The product is [CH3:37][S:38]([O:28][CH2:27][CH:25]1[CH2:24][CH:23]([N:22]([CH2:21][C@@H:13]2[C@@H:14]3[C@@H:15]([O:16][C:17]([CH3:19])([CH3:20])[O:18]3)[C@H:11]([N:6]3[CH:5]=[N:4][C:3]4[C:7]3=[N:8][CH:9]=[N:10][C:2]=4[NH2:1])[O:12]2)[CH3:29])[CH2:26]1)(=[O:40])=[O:39]. The yield is 0.350. (2) The reactants are [CH3:1][C:2]1[NH:3][C:4](=[O:26])[C:5]([CH2:11][C:12]2[CH:17]=[CH:16][C:15]([C:18]3[C:19]([C:24]#[N:25])=[CH:20][CH:21]=[CH:22][CH:23]=3)=[CH:14][CH:13]=2)=[C:6]([CH2:8][CH2:9][CH3:10])[N:7]=1.[H-].[Na+].Br[CH2:30][C:31]1[CH:36]=[CH:35][C:34]([CH3:37])=[CH:33][CH:32]=1.[Cl-].O[NH3+:40].[C:41](=[O:44])([O-])[OH:42].[Na+]. The catalyst is C(OCC)(=O)C.CS(C)=O.CN(C)C=O. The product is [CH3:1][C:2]1[N:3]([CH2:30][C:31]2[CH:36]=[CH:35][C:34]([CH3:37])=[CH:33][CH:32]=2)[C:4](=[O:26])[C:5]([CH2:11][C:12]2[CH:17]=[CH:16][C:15]([C:18]3[CH:23]=[CH:22][CH:21]=[CH:20][C:19]=3[C:24]3[NH:40][C:41](=[O:44])[O:42][N:25]=3)=[CH:14][CH:13]=2)=[C:6]([CH2:8][CH2:9][CH3:10])[N:7]=1. The yield is 0.640. (3) The reactants are [F:1][C:2]1[CH:7]=[CH:6][C:5]([N:8]2[C:11](=[O:12])[C@H:10]([S:13][CH2:14][C:15]([C:17]3[CH:22]=[CH:21][C:20]([F:23])=[CH:19][CH:18]=3)=[O:16])[C@H:9]2[C:24]2[CH:38]=[CH:37][C:27]([O:28][CH2:29][C:30]([NH:32][CH2:33][C:34](O)=[O:35])=[O:31])=[CH:26][CH:25]=2)=[CH:4][CH:3]=1.Cl.C([O:44][C:45](=[O:52])[C@H:46]([C@H:48]([CH2:50][CH3:51])[CH3:49])[NH2:47])(C)(C)C.CN1CCOCC1.CN(C(ON1N=NC2C=CC=CC1=2)=[N+](C)C)C.[B-](F)(F)(F)F. The catalyst is C(Cl)Cl. The product is [F:1][C:2]1[CH:3]=[CH:4][C:5]([N:8]2[C:11](=[O:12])[C@H:10]([S:13][CH2:14][CH:15]([C:17]3[CH:18]=[CH:19][C:20]([F:23])=[CH:21][CH:22]=3)[OH:16])[C@H:9]2[C:24]2[CH:25]=[CH:26][C:27]([O:28][CH2:29][C:30]([NH:32][CH2:33][C:34]([NH:47][C@H:46]([C:45]([OH:44])=[O:52])[C@H:48]([CH2:50][CH3:51])[CH3:49])=[O:35])=[O:31])=[CH:37][CH:38]=2)=[CH:6][CH:7]=1. The yield is 0.570. (4) The yield is 0.330. The product is [F:28][C:23]1[CH:22]=[C:21]([N:11]2[C:12]3[N:19]=[CH:18][C:17]([F:20])=[CH:16][C:13]=3[C:14](=[O:15])[N:9]([C@@H:6]3[CH2:7][CH2:8][C@H:3]([NH:2][S:31]([CH3:30])(=[O:33])=[O:32])[CH2:4][CH2:5]3)[C:10]2=[O:29])[CH:26]=[CH:25][C:24]=1[F:27]. The catalyst is N1C=CC=CC=1. The reactants are Cl.[NH2:2][C@@H:3]1[CH2:8][CH2:7][C@H:6]([N:9]2[C:14](=[O:15])[C:13]3[CH:16]=[C:17]([F:20])[CH:18]=[N:19][C:12]=3[N:11]([C:21]3[CH:26]=[CH:25][C:24]([F:27])=[C:23]([F:28])[CH:22]=3)[C:10]2=[O:29])[CH2:5][CH2:4]1.[CH3:30][S:31](Cl)(=[O:33])=[O:32].